From a dataset of Forward reaction prediction with 1.9M reactions from USPTO patents (1976-2016). Predict the product of the given reaction. (1) Given the reactants [C:1]([C:3]1[CH:4]=[CH:5][C:6]([F:12])=[C:7](B(O)O)[CH:8]=1)#[N:2].I[C:14]1[N:19]=[C:18]([NH2:20])[N:17]=[C:16]([NH:21][CH3:22])[CH:15]=1, predict the reaction product. The product is: [NH2:20][C:18]1[N:19]=[C:14]([C:7]2[CH:8]=[C:3]([CH:4]=[CH:5][C:6]=2[F:12])[C:1]#[N:2])[CH:15]=[C:16]([NH:21][CH3:22])[N:17]=1. (2) The product is: [Br:8][C:5]1[CH:6]=[CH:7][C:2]([O:23][C:18]2[CH:19]=[CH:20][C:21]([Cl:22])=[C:16]([Cl:15])[CH:17]=2)=[N:3][CH:4]=1. Given the reactants Br[C:2]1[CH:7]=[CH:6][C:5]([Br:8])=[CH:4][N:3]=1.C([O-])([O-])=O.[K+].[K+].[Cl:15][C:16]1[CH:17]=[C:18]([OH:23])[CH:19]=[CH:20][C:21]=1[Cl:22].O, predict the reaction product. (3) Given the reactants [CH2:1]([NH:3][C:4]1[C:9]([CH3:10])=[CH:8][CH:7]=[CH:6][C:5]=1[CH3:11])[CH3:2].[N:12]#[C:13]Br, predict the reaction product. The product is: [CH2:1]([N:3]([C:13]#[N:12])[C:4]1[C:9]([CH3:10])=[CH:8][CH:7]=[CH:6][C:5]=1[CH3:11])[CH3:2].